Dataset: Forward reaction prediction with 1.9M reactions from USPTO patents (1976-2016). Task: Predict the product of the given reaction. (1) Given the reactants [OH:1][CH:2]([C:5]1[N:6]=[C:7]([C:10]2[N:11]([C:15]([O:17][C:18]([CH3:21])([CH3:20])[CH3:19])=[O:16])[CH:12]=[CH:13][CH:14]=2)[S:8][CH:9]=1)[CH2:3][OH:4].[Br:22]N1C(=O)CCC1=O.O, predict the reaction product. The product is: [Br:22][C:12]1[N:11]([C:15]([O:17][C:18]([CH3:21])([CH3:20])[CH3:19])=[O:16])[C:10]([C:7]2[S:8][CH:9]=[C:5]([CH:2]([OH:1])[CH2:3][OH:4])[N:6]=2)=[CH:14][CH:13]=1. (2) Given the reactants Cl[C:2]1[CH:7]=[C:6]([F:8])[N:5]2[N:9]=[C:10]([C:23]3[CH:28]=[CH:27][C:26]([F:29])=[CH:25][CH:24]=3)[C:11]([C:12]([N:14]([CH3:22])[C:15](=[O:21])[O:16][C:17]([CH3:20])([CH3:19])[CH3:18])=[O:13])=[C:4]2[CH:3]=1.[CH3:30][C:31]1[CH:39]=[CH:38][C:34]([C:35]([OH:37])=[O:36])=[CH:33][C:32]=1B1OC(C)(C)C(C)(C)O1.C(=O)([O-])[O-].[Na+].[Na+].O1CCOCC1, predict the reaction product. The product is: [C:17]([O:16][C:15]([N:14]([CH3:22])[C:12]([C:11]1[C:10]([C:23]2[CH:28]=[CH:27][C:26]([F:29])=[CH:25][CH:24]=2)=[N:9][N:5]2[C:6]([F:8])=[CH:7][C:2]([C:32]3[CH:33]=[C:34]([CH:38]=[CH:39][C:31]=3[CH3:30])[C:35]([OH:37])=[O:36])=[CH:3][C:4]=12)=[O:13])=[O:21])([CH3:20])([CH3:19])[CH3:18]. (3) Given the reactants C1COCC1.C([O:8][C:9](=[O:48])[CH2:10][CH2:11][N:12]([CH2:20][C:21]([N:23]1[C:31]2[C:26](=[CH:27][C:28]([O:32][CH2:33][C:34]3[CH:39]=[CH:38][C:37]([C:40]([F:43])([F:42])[F:41])=[C:36]([C:44]([F:47])([F:46])[F:45])[CH:35]=3)=[CH:29][CH:30]=2)[CH2:25][CH2:24]1)=[O:22])[C:13]([O:15][C:16]([CH3:19])([CH3:18])[CH3:17])=[O:14])C.[OH-].[Na+].Cl, predict the reaction product. The product is: [F:46][C:44]([F:45])([F:47])[C:36]1[CH:35]=[C:34]([CH:39]=[CH:38][C:37]=1[C:40]([F:42])([F:41])[F:43])[CH2:33][O:32][C:28]1[CH:27]=[C:26]2[C:31](=[CH:30][CH:29]=1)[N:23]([C:21](=[O:22])[CH2:20][N:12]([CH2:11][CH2:10][C:9]([OH:48])=[O:8])[C:13]([O:15][C:16]([CH3:17])([CH3:19])[CH3:18])=[O:14])[CH2:24][CH2:25]2. (4) Given the reactants S(Cl)(Cl)=O.[Cl:5][C:6]1[CH:11]=[CH:10][C:9]([C:12]2[C:16]([C:17]([OH:19])=[O:18])=[CH:15][S:14][N:13]=2)=[CH:8][CH:7]=1.[CH2:20](O)[CH3:21], predict the reaction product. The product is: [Cl:5][C:6]1[CH:7]=[CH:8][C:9]([C:12]2[C:16]([C:17]([O:19][CH2:20][CH3:21])=[O:18])=[CH:15][S:14][N:13]=2)=[CH:10][CH:11]=1.